From a dataset of Peptide-MHC class I binding affinity with 185,985 pairs from IEDB/IMGT. Regression. Given a peptide amino acid sequence and an MHC pseudo amino acid sequence, predict their binding affinity value. This is MHC class I binding data. (1) The peptide sequence is YIITCCLFA. The MHC is HLA-B27:03 with pseudo-sequence HLA-B27:03. The binding affinity (normalized) is 0.0847. (2) The peptide sequence is MTMLTRWKI. The MHC is HLA-B40:13 with pseudo-sequence HLA-B40:13. The binding affinity (normalized) is 0.454. (3) The peptide sequence is YPSLMSRVV. The MHC is HLA-B15:01 with pseudo-sequence HLA-B15:01. The binding affinity (normalized) is 0.0847. (4) The peptide sequence is GMAMTTVLSI. The MHC is HLA-A02:03 with pseudo-sequence HLA-A02:03. The binding affinity (normalized) is 0.827. (5) The peptide sequence is DIFMRDWNSK. The MHC is HLA-A31:01 with pseudo-sequence HLA-A31:01. The binding affinity (normalized) is 0.129.